Dataset: Full USPTO retrosynthesis dataset with 1.9M reactions from patents (1976-2016). Task: Predict the reactants needed to synthesize the given product. (1) Given the product [CH2:6]([O:13][C:14]1[CH:29]=[CH:28][C:17]([C:18]([OH:20])=[O:19])=[C:16]([Cl:30])[CH:15]=1)[C:7]1[CH:8]=[CH:9][CH:10]=[CH:11][CH:12]=1, predict the reactants needed to synthesize it. The reactants are: C(O)C.[OH-].[Na+].[CH2:6]([O:13][C:14]1[CH:29]=[CH:28][C:17]([C:18]([O:20]CC2C=CC=CC=2)=[O:19])=[C:16]([Cl:30])[CH:15]=1)[C:7]1[CH:12]=[CH:11][CH:10]=[CH:9][CH:8]=1. (2) Given the product [Cl:1][C:2]1[CH:7]=[CH:6][N:5]2[N:10]=[C:9]([C:12]3[CH:17]=[CH:16][C:15]([O:18][CH3:19])=[CH:14][CH:13]=3)[CH:8]=[C:4]2[CH:3]=1, predict the reactants needed to synthesize it. The reactants are: [Cl:1][C:2]1[CH:7]=[CH:6][N:5]=[C:4]([CH2:8][C:9]([C:12]2[CH:17]=[CH:16][C:15]([O:18][CH3:19])=[CH:14][CH:13]=2)=[N:10]O)[CH:3]=1.FC(F)(F)C(OC(=O)C(F)(F)F)=O.C(N(CC)CC)C.O. (3) The reactants are: Cl[C:2]1[C:7]([C:8]([F:11])([F:10])[F:9])=[CH:6][N:5]=[C:4]([NH:12][C:13]2[CH:27]=[CH:26][C:16]([CH2:17][P:18](=[O:25])([O:22][CH2:23][CH3:24])[O:19][CH2:20][CH3:21])=[CH:15][CH:14]=2)[N:3]=1.[NH2:28][C:29]1[CH:30]=[CH:31][C:32]([C@H:40]2[CH2:45][CH2:44][C@@H:43]([O:46][CH2:47][CH3:48])[CH2:42][CH2:41]2)=[C:33]2[C:37]=1[C:36](=[O:38])[N:35]([CH3:39])[CH2:34]2. Given the product [CH2:47]([O:46][C@@H:43]1[CH2:42][CH2:41][C@H:40]([C:32]2[CH:31]=[CH:30][C:29]([NH:28][C:2]3[C:7]([C:8]([F:9])([F:11])[F:10])=[CH:6][N:5]=[C:4]([NH:12][C:13]4[CH:27]=[CH:26][C:16]([CH2:17][P:18](=[O:25])([O:22][CH2:23][CH3:24])[O:19][CH2:20][CH3:21])=[CH:15][CH:14]=4)[N:3]=3)=[C:37]3[C:33]=2[CH2:34][N:35]([CH3:39])[C:36]3=[O:38])[CH2:45][CH2:44]1)[CH3:48], predict the reactants needed to synthesize it. (4) Given the product [C:1]([C:5]1[CH:6]=[CH:7][C:8]([CH2:9][O:10][CH2:11][CH:12]2[O:13][C:18]([NH2:19])=[N:17][CH2:14]2)=[CH:15][CH:16]=1)([CH3:2])([CH3:3])[CH3:4], predict the reactants needed to synthesize it. The reactants are: [C:1]([C:5]1[CH:16]=[CH:15][C:8]([CH2:9][O:10][CH2:11][CH:12]2[CH2:14][O:13]2)=[CH:7][CH:6]=1)([CH3:4])([CH3:3])[CH3:2].[N:17]#[C:18][NH2:19].[Na]. (5) Given the product [C:16]([C:17]1[CH:24]=[CH:23][C:20]([CH2:21][NH:22][C:10](=[O:12])[CH:9]([C:3]2[CH:4]=[CH:5][C:6]([OH:8])=[CH:7][C:2]=2[F:1])[O:13][CH3:14])=[CH:19][CH:18]=1)#[N:15], predict the reactants needed to synthesize it. The reactants are: [F:1][C:2]1[CH:7]=[C:6]([OH:8])[CH:5]=[CH:4][C:3]=1[CH:9]([O:13][CH3:14])[C:10]([OH:12])=O.[NH2:15][CH2:16][C:17]1[CH:24]=[CH:23][C:20]([C:21]#[N:22])=[CH:19][CH:18]=1.